From a dataset of Forward reaction prediction with 1.9M reactions from USPTO patents (1976-2016). Predict the product of the given reaction. (1) Given the reactants Cl[C:2]1[N:7]=[C:6]([C:8]2[CH:13]=[CH:12][C:11]([C:14]([F:17])([F:16])[F:15])=[CH:10][CH:9]=2)[CH:5]=[C:4]([C:18]([F:21])([F:20])[F:19])[N:3]=1.[NH:22]1[CH:26]=[C:25]([C:27]2[CH:28]=[N:29][CH:30]=[CH:31][CH:32]=2)[N:24]=[CH:23]1, predict the reaction product. The product is: [N:29]1[CH:30]=[CH:31][CH:32]=[C:27]([C:25]2[N:24]=[CH:23][N:22]([C:2]3[N:3]=[C:4]([C:18]([F:21])([F:20])[F:19])[CH:5]=[C:6]([C:8]4[CH:13]=[CH:12][C:11]([C:14]([F:17])([F:16])[F:15])=[CH:10][CH:9]=4)[N:7]=3)[CH:26]=2)[CH:28]=1. (2) Given the reactants ClC1C=CC(C(O)=O)=CN=1.O(C1C=CC(CCN)=CC=1)C1C=CC=CC=1.Cl[C:28]1[CH:51]=[CH:50][C:31]([C:32]([NH:34][CH2:35][CH2:36][C:37]2[CH:42]=[CH:41][C:40]([O:43][C:44]3[CH:49]=[CH:48][CH:47]=[CH:46][CH:45]=3)=[CH:39][CH:38]=2)=[O:33])=[CH:30][N:29]=1.[NH:52]1[CH2:57][CH2:56][O:55][CH2:54][CH2:53]1, predict the reaction product. The product is: [N:52]1([C:28]2[CH:51]=[CH:50][C:31]([C:32]([NH:34][CH2:35][CH2:36][C:37]3[CH:42]=[CH:41][C:40]([O:43][C:44]4[CH:49]=[CH:48][CH:47]=[CH:46][CH:45]=4)=[CH:39][CH:38]=3)=[O:33])=[CH:30][N:29]=2)[CH2:57][CH2:56][O:55][CH2:54][CH2:53]1. (3) Given the reactants [CH3:1][N:2]([CH3:17])[CH2:3][CH2:4][CH2:5][N:6]([CH3:16])[C:7]1[CH:12]=[CH:11][C:10]([N+:13]([O-])=O)=[CH:9][CH:8]=1.C(O)(C(F)(F)F)=O, predict the reaction product. The product is: [CH3:17][N:2]([CH3:1])[CH2:3][CH2:4][CH2:5][N:6]([CH3:16])[C:7]1[CH:8]=[CH:9][C:10]([NH2:13])=[CH:11][CH:12]=1. (4) Given the reactants C(OC([N:8]1[CH2:12][C@@H:11]([CH2:13][N:14]([CH:31]([CH3:33])[CH3:32])[C:15](=[O:30])[C:16]2[CH:21]=[CH:20][C:19]([O:22][CH3:23])=[C:18]([O:24][CH2:25][CH2:26][CH2:27][O:28][CH3:29])[CH:17]=2)[C@H:10]([NH2:34])[CH2:9]1)=O)(C)(C)C.[O:35]1[CH2:40][CH2:39][CH:38]([CH2:41][S:42](Cl)(=[O:44])=[O:43])[CH2:37][CH2:36]1.CC#N.O.CC#N, predict the reaction product. The product is: [CH:31]([N:14]([CH2:13][C@H:11]1[C@H:10]([NH:34][S:42]([CH2:41][CH:38]2[CH2:39][CH2:40][O:35][CH2:36][CH2:37]2)(=[O:44])=[O:43])[CH2:9][NH:8][CH2:12]1)[C:15](=[O:30])[C:16]1[CH:21]=[CH:20][C:19]([O:22][CH3:23])=[C:18]([O:24][CH2:25][CH2:26][CH2:27][O:28][CH3:29])[CH:17]=1)([CH3:33])[CH3:32]. (5) Given the reactants [OH:1][CH2:2][C@@H:3]([NH:8][C:9]([C:11]1[CH:16]=[N:15][C:14]([N:17]2[CH2:21][CH2:20][CH2:19][CH2:18]2)=[C:13]([O:22][CH2:23][CH2:24][CH3:25])[N:12]=1)=[O:10])[CH2:4][CH:5]([CH3:7])[CH3:6].[CH2:26](OC1N=C(C(O)=O)C=NC=1N1CCCC1)CCC.N[C@@H](CC(C)C)CO, predict the reaction product. The product is: [OH:1][CH2:2][C@@H:3]([NH:8][C:9]([C:11]1[CH:16]=[N:15][C:14]([N:17]2[CH2:21][CH2:20][CH2:19][CH2:18]2)=[C:13]([O:22][CH2:23][CH2:24][CH2:25][CH3:26])[N:12]=1)=[O:10])[CH2:4][CH:5]([CH3:7])[CH3:6].